From a dataset of Full USPTO retrosynthesis dataset with 1.9M reactions from patents (1976-2016). Predict the reactants needed to synthesize the given product. (1) Given the product [Cl:26][C:27]1[CH:87]=[CH:91][C:90]([NH:92][C:17]2[C:18]([C:21]([O:23][CH3:24])=[O:22])=[N:19][CH:20]=[C:15]([NH:14][C:10]3[CH:11]=[C:12]([CH3:13])[NH:8][N:9]=3)[N:16]=2)=[CH:89][CH:28]=1, predict the reactants needed to synthesize it. The reactants are: C(OC([N:8]1[C:12]([CH3:13])=[CH:11][C:10]([NH:14][C:15]2[N:16]=[C:17](Cl)[C:18]([C:21]([O:23][CH3:24])=[O:22])=[N:19][CH:20]=2)=[N:9]1)=O)(C)(C)C.[Cl:26][C:27]1[C:28](C(OC)=O)=NC=C(Cl)N=1.C1(P(C2C=CC=CC=2)C2C3OC4C(=CC=CC=4P(C4C=CC=CC=4)C4C=CC=CC=4)C(C)(C)C=3C=CC=2)C=CC=CC=1.C(=O)([O-])[O-].[K+].[K+].N[C:87]1[CH:91]=[C:90]([CH3:92])[N:89](C(OC(C)(C)C)=O)N=1. (2) Given the product [NH2:1][C:2]1[C:3]([C:15]([NH:17][CH3:18])=[O:16])=[N:4][C:5]([C@H:8]2[CH2:9][CH2:10][C@H:11]([OH:14])[CH2:12][CH2:13]2)=[CH:6][CH:7]=1, predict the reactants needed to synthesize it. The reactants are: [NH2:1][C:2]1[C:3]([C:15]([NH:17][CH3:18])=[O:16])=[N:4][C:5]([CH:8]2[CH2:13][CH2:12][C:11](=[O:14])[CH2:10][CH2:9]2)=[CH:6][CH:7]=1.CO.[BH4-].[Na+]. (3) Given the product [C:32]([O:36][C:37]([CH2:38][O:39][CH:40]1[CH2:41][CH2:42][N:43]([CH:16]2[CH2:21][CH2:20][N:19]([C:22]([O:24][CH2:25][C:26]3[CH:31]=[CH:30][CH:29]=[CH:28][CH:27]=3)=[O:23])[CH2:18][CH2:17]2)[CH2:44][CH2:45]1)=[O:46])([CH3:35])([CH3:33])[CH3:34], predict the reactants needed to synthesize it. The reactants are: C(O[BH-](OC(=O)C)OC(=O)C)(=O)C.[Na+].O=[C:16]1[CH2:21][CH2:20][N:19]([C:22]([O:24][CH2:25][C:26]2[CH:31]=[CH:30][CH:29]=[CH:28][CH:27]=2)=[O:23])[CH2:18][CH2:17]1.[C:32]([O:36][C:37](=[O:46])[CH2:38][O:39][CH:40]1[CH2:45][CH2:44][NH:43][CH2:42][CH2:41]1)([CH3:35])([CH3:34])[CH3:33].[OH-].[Na+]. (4) Given the product [CH2:27]([O:26][CH2:25][C:13]1[N:12]([CH2:11][C:10]([NH:9][C:7](=[O:8])[CH2:6][CH2:5][CH2:4][CH2:3][CH2:2][NH:1][C:31](=[O:41])[CH2:32][CH2:33][SH:34])([CH3:29])[CH3:30])[C:24]2[C:23]3[CH:22]=[CH:21][CH:20]=[CH:19][C:18]=3[N:17]=[CH:16][C:15]=2[N:14]=1)[CH3:28], predict the reactants needed to synthesize it. The reactants are: [NH2:1][CH2:2][CH2:3][CH2:4][CH2:5][CH2:6][C:7]([NH:9][C:10]([CH3:30])([CH3:29])[CH2:11][N:12]1[C:24]2[C:23]3[CH:22]=[CH:21][CH:20]=[CH:19][C:18]=3[N:17]=[CH:16][C:15]=2[N:14]=[C:13]1[CH2:25][O:26][CH2:27][CH3:28])=[O:8].[C:31](O)(=[O:41])[CH2:32][CH2:33][S:34][S:34][CH2:33][CH2:32][C:31](O)=[O:41].ON1C2C=CC=CC=2N=N1.Cl.CN(C)CCCN=C=NCC. (5) Given the product [F:31][C:28]1[CH:29]=[CH:30][C:25]([C:23]2[N:24]=[C:20]([CH:17]3[CH2:16][CH2:15][N:14]([C:13]4[N:12]=[CH:11][N:10]=[C:9]([NH2:37])[C:8]=4[C:5]4[CH:4]=[N:38][CH:39]=[N:40][CH:6]=4)[CH2:19][CH2:18]3)[N:21]([CH3:36])[CH:22]=2)=[CH:26][C:27]=1[C:32]([F:33])([F:35])[F:34], predict the reactants needed to synthesize it. The reactants are: FC1C=[CH:6][C:5]([C:8]2[C:9]([NH2:37])=[N:10][CH:11]=[N:12][C:13]=2[N:14]2[CH2:19][CH2:18][CH:17]([C:20]3[N:21]([CH3:36])[CH:22]=[C:23]([C:25]4[CH:30]=[CH:29][C:28]([F:31])=[C:27]([C:32]([F:35])([F:34])[F:33])[CH:26]=4)[N:24]=3)[CH2:16][CH2:15]2)=[CH:4]C=1.[N:38]1C=C(B(O)O)C=[N:40][CH:39]=1. (6) Given the product [Cl:17][C:14]1[CH:13]=[CH:12][C:11]([N:6]2[C:5]([C:18]3[CH:23]=[CH:22][CH:21]=[CH:20][C:19]=3[Cl:24])=[N:4][C:3]3[C:7]2=[N:8][CH:9]=[N:10][C:2]=3[N:35]2[CH2:36][CH2:37][C:32]3([N:28]([CH:25]([CH3:26])[CH3:27])[CH2:29][NH:30][C:31]3=[O:38])[CH2:33][CH2:34]2)=[CH:16][CH:15]=1, predict the reactants needed to synthesize it. The reactants are: Cl[C:2]1[N:10]=[CH:9][N:8]=[C:7]2[C:3]=1[N:4]=[C:5]([C:18]1[CH:23]=[CH:22][CH:21]=[CH:20][C:19]=1[Cl:24])[N:6]2[C:11]1[CH:16]=[CH:15][C:14]([Cl:17])=[CH:13][CH:12]=1.[CH:25]([N:28]1[C:32]2([CH2:37][CH2:36][NH:35][CH2:34][CH2:33]2)[C:31](=[O:38])[NH:30][CH2:29]1)([CH3:27])[CH3:26].C(N(CC)CC)C. (7) Given the product [CH:1]([C:4]1[N:5]=[C:6]([CH3:9])[S:7][C:8]=1[NH2:15])([CH3:3])[CH3:2], predict the reactants needed to synthesize it. The reactants are: [CH:1]([C:4]1[N:5]=[C:6]([CH3:9])[S:7][CH:8]=1)([CH3:3])[CH3:2].OS(O)(=O)=O.[N+:15]([O-])(O)=O.[OH-].[Na+].O.